This data is from Experimentally validated miRNA-target interactions with 360,000+ pairs, plus equal number of negative samples. The task is: Binary Classification. Given a miRNA mature sequence and a target amino acid sequence, predict their likelihood of interaction. (1) The miRNA is hsa-miR-6873-3p with sequence UUCUCUCUGUCUUUCUCUCUCAG. The protein sequence of the target gene is MVQSELQLQPRAGGRAEAASWGDRGNDKGGLGNPDMPSVSPGPQRPPKLSSLAYDSPPDYLQTVSHPEVYRVLFDYQPEAPDELALRRGDVVKVLSKTTEDKGWWEGECQGRRGVFPDNFVLPPPPIKKLVPRKVVSRESAPIKEPKKLMPKTSLPTVKKLATATTGPSKAKTSRTPSRDSQKLTSRDSGPNGGFQSGGSYHPGRKRSKTQTPQQRSVSSQEEEHSSPVKAPSVKRTPMPDKTATPERPPAPENAPSSKKIPAPDKVPSPEKTLTLGDKASIPGNSTSGKIPAPDKVPTP.... Result: 0 (no interaction). (2) Result: 0 (no interaction). The protein sequence of the target gene is MATTHAQGHQPVLGNDTLREHYDYVGKLAGRLRDPPEGGTLITTILFLVTCSFIVLENLMVLIAIWKNNKFHNRMYFFIGNLALCDLLAGIAYKVNILMSGRKTFSLSPTVWFLREGSMFVALGASTCSLLAIAIERHLTMIKMRPYDANKKHRVFLLIGMCWLIAFSLGALPILGWNCLENFPDCSTILPLYSKKYIAFLISIFTAILVTIVILYARIYCLVKSSSRRVANHNSERSMALLRTVVIVVSVFIACWSPLFILFLIDVACRAKECSILFKSQWFIMLAVLNSAMNPVIYTL.... The miRNA is hsa-miR-4463 with sequence GAGACUGGGGUGGGGCC.